This data is from Full USPTO retrosynthesis dataset with 1.9M reactions from patents (1976-2016). The task is: Predict the reactants needed to synthesize the given product. (1) Given the product [OH:26][CH2:25][CH2:24][N:7]1[CH:8]=[C:9]([C:10]([NH:12][CH2:13][C:14]2[CH:19]=[CH:18][C:17]([C:20]([F:22])([F:21])[F:23])=[CH:16][CH:15]=2)=[O:11])[C:5]([O:4][CH:1]([CH3:3])[CH3:2])=[N:6]1, predict the reactants needed to synthesize it. The reactants are: [CH:1]([O:4][C:5]1[C:9]([C:10]([NH:12][CH2:13][C:14]2[CH:19]=[CH:18][C:17]([C:20]([F:23])([F:22])[F:21])=[CH:16][CH:15]=2)=[O:11])=[CH:8][N:7]([CH2:24][C:25](OCC)=[O:26])[N:6]=1)([CH3:3])[CH3:2].O1CCCC1CCO.[BH4-].[Na+]. (2) Given the product [C:1]([C:3]([CH3:12])([CH3:11])[CH:4]([OH:10])[CH2:5][CH2:6][OH:7])#[N:2], predict the reactants needed to synthesize it. The reactants are: [C:1]([C:3]([CH3:12])([CH3:11])[CH:4]([OH:10])[CH2:5][C:6](OC)=[O:7])#[N:2].CO.[BH4-].[Na+].Cl.